Dataset: NCI-60 drug combinations with 297,098 pairs across 59 cell lines. Task: Regression. Given two drug SMILES strings and cell line genomic features, predict the synergy score measuring deviation from expected non-interaction effect. (1) Synergy scores: CSS=2.36, Synergy_ZIP=-0.254, Synergy_Bliss=0.430, Synergy_Loewe=-4.31, Synergy_HSA=-2.31. Drug 2: COC1=NC(=NC2=C1N=CN2C3C(C(C(O3)CO)O)O)N. Drug 1: C1=CC(=CC=C1CC(C(=O)O)N)N(CCCl)CCCl.Cl. Cell line: SNB-75. (2) Drug 1: CS(=O)(=O)C1=CC(=C(C=C1)C(=O)NC2=CC(=C(C=C2)Cl)C3=CC=CC=N3)Cl. Drug 2: C1=NC2=C(N1)C(=S)N=CN2. Cell line: NCI-H522. Synergy scores: CSS=18.4, Synergy_ZIP=-11.7, Synergy_Bliss=-11.1, Synergy_Loewe=-44.4, Synergy_HSA=-10.7. (3) Drug 2: CC1CCCC2(C(O2)CC(NC(=O)CC(C(C(=O)C(C1O)C)(C)C)O)C(=CC3=CSC(=N3)C)C)C. Cell line: MOLT-4. Synergy scores: CSS=61.8, Synergy_ZIP=9.96, Synergy_Bliss=11.4, Synergy_Loewe=-31.5, Synergy_HSA=1.22. Drug 1: CCCCCOC(=O)NC1=NC(=O)N(C=C1F)C2C(C(C(O2)C)O)O. (4) Drug 1: CC1=CC2C(CCC3(C2CCC3(C(=O)C)OC(=O)C)C)C4(C1=CC(=O)CC4)C. Drug 2: C1C(C(OC1N2C=C(C(=O)NC2=O)F)CO)O. Cell line: HL-60(TB). Synergy scores: CSS=65.2, Synergy_ZIP=9.82, Synergy_Bliss=8.13, Synergy_Loewe=-45.4, Synergy_HSA=6.51. (5) Drug 1: CC1=CC2C(CCC3(C2CCC3(C(=O)C)OC(=O)C)C)C4(C1=CC(=O)CC4)C. Drug 2: COC1=C2C(=CC3=C1OC=C3)C=CC(=O)O2. Cell line: HS 578T. Synergy scores: CSS=-7.03, Synergy_ZIP=3.64, Synergy_Bliss=-3.51, Synergy_Loewe=-8.80, Synergy_HSA=-9.40. (6) Drug 1: C1CN1C2=NC(=NC(=N2)N3CC3)N4CC4. Drug 2: C1CCC(C(C1)N)N.C(=O)(C(=O)[O-])[O-].[Pt+4]. Cell line: K-562. Synergy scores: CSS=56.3, Synergy_ZIP=11.7, Synergy_Bliss=12.0, Synergy_Loewe=6.07, Synergy_HSA=13.9. (7) Drug 1: C1CNP(=O)(OC1)N(CCCl)CCCl. Drug 2: CC(C)CN1C=NC2=C1C3=CC=CC=C3N=C2N. Cell line: CCRF-CEM. Synergy scores: CSS=-6.06, Synergy_ZIP=3.88, Synergy_Bliss=0.289, Synergy_Loewe=-4.65, Synergy_HSA=-5.54. (8) Drug 1: C1CCN(CC1)CCOC2=CC=C(C=C2)C(=O)C3=C(SC4=C3C=CC(=C4)O)C5=CC=C(C=C5)O. Drug 2: C1=NC(=NC(=O)N1C2C(C(C(O2)CO)O)O)N. Cell line: SK-MEL-2. Synergy scores: CSS=9.47, Synergy_ZIP=2.37, Synergy_Bliss=6.19, Synergy_Loewe=-8.72, Synergy_HSA=1.94. (9) Drug 1: CCN(CC)CCNC(=O)C1=C(NC(=C1C)C=C2C3=C(C=CC(=C3)F)NC2=O)C. Drug 2: CCN(CC)CCCC(C)NC1=C2C=C(C=CC2=NC3=C1C=CC(=C3)Cl)OC. Cell line: RPMI-8226. Synergy scores: CSS=30.4, Synergy_ZIP=-12.3, Synergy_Bliss=-9.62, Synergy_Loewe=-6.46, Synergy_HSA=-4.08. (10) Synergy scores: CSS=12.9, Synergy_ZIP=-4.34, Synergy_Bliss=-0.606, Synergy_Loewe=-7.70, Synergy_HSA=-7.22. Drug 2: CN(CCCl)CCCl.Cl. Cell line: IGROV1. Drug 1: C1=NC2=C(N=C(N=C2N1C3C(C(C(O3)CO)O)F)Cl)N.